From a dataset of Full USPTO retrosynthesis dataset with 1.9M reactions from patents (1976-2016). Predict the reactants needed to synthesize the given product. (1) Given the product [Cl:37][C:38]1[CH:43]=[C:42]([C:44]([F:47])([F:46])[F:45])[CH:41]=[CH:40][C:39]=1[C:48]1[CH:57]=[CH:56][CH:55]=[C:54]2[C:49]=1[CH:50]=[CH:51][C:52]([S:58]([N:29]([CH2:28][C:27]1[CH:26]=[CH:25][C:24]([O:23][CH3:22])=[CH:36][CH:35]=1)[C:30]1[S:31][CH:32]=[CH:33][N:34]=1)(=[O:59])=[O:60])=[CH:53]2, predict the reactants needed to synthesize it. The reactants are: BrC1C=CC=C2C=1C=CC(S(NC1C=CN=CN=1)(=O)=O)=C2.[CH3:22][O:23][C:24]1[CH:36]=[CH:35][C:27]([CH2:28][NH:29][C:30]2[S:31][CH:32]=[CH:33][N:34]=2)=[CH:26][CH:25]=1.[Cl:37][C:38]1[CH:43]=[C:42]([C:44]([F:47])([F:46])[F:45])[CH:41]=[CH:40][C:39]=1[C:48]1[CH:57]=[CH:56][CH:55]=[C:54]2[C:49]=1[CH:50]=[CH:51][C:52]([S:58](OC1C(F)=C(F)C(F)=C(F)C=1F)(=[O:60])=[O:59])=[CH:53]2. (2) Given the product [F:9][C:8]([F:11])([F:10])[C:5]1[S:4][C:3]2=[N:2][C:14]([C:15]([O:17][CH2:18][CH3:19])=[O:16])=[CH:13][N:7]2[CH:6]=1, predict the reactants needed to synthesize it. The reactants are: Cl.[NH2:2][C:3]1[S:4][C:5]([C:8]([F:11])([F:10])[F:9])=[CH:6][N:7]=1.Br[CH2:13][C:14](=O)[C:15]([O:17][CH2:18][CH3:19])=[O:16]. (3) Given the product [NH:40]([C:41]1[N:43]=[C:16]([C:15]2[C:14]([C:23]3[CH:24]=[CH:25][C:26]([F:29])=[CH:27][CH:28]=3)=[N:13][N:12]3[C:7]([NH:6][CH:1]4[CH2:2][CH2:3][CH2:4][CH2:5]4)=[CH:8][CH:9]=[CH:10][C:11]=23)[CH:17]=[CH:18][N:42]=1)[C:34]1[CH:39]=[CH:38][CH:37]=[CH:36][CH:35]=1, predict the reactants needed to synthesize it. The reactants are: [CH:1]1([NH:6][C:7]2[N:12]3[N:13]=[C:14]([C:23]4[CH:28]=[CH:27][C:26]([F:29])=[CH:25][CH:24]=4)[C:15]([C:16](=O)/[CH:17]=[CH:18]/N(C)C)=[C:11]3[CH:10]=[CH:9][CH:8]=2)[CH2:5][CH2:4][CH2:3][CH2:2]1.[N+]([O-])([O-])=O.[C:34]1([NH:40][C:41]([NH2:43])=[NH2+:42])[CH:39]=[CH:38][CH:37]=[CH:36][CH:35]=1.C(=O)([O-])[O-].[K+].[K+].CCOCC. (4) Given the product [CH3:15][N:16]([CH3:17])[CH2:2][C:3]1[N:7]2[CH:8]=[C:9]([N+:12]([O-:14])=[O:13])[CH:10]=[CH:11][C:6]2=[N:5][N:4]=1, predict the reactants needed to synthesize it. The reactants are: Cl[CH2:2][C:3]1[N:7]2[CH:8]=[C:9]([N+:12]([O-:14])=[O:13])[CH:10]=[CH:11][C:6]2=[N:5][N:4]=1.[CH3:15][NH:16][CH3:17]. (5) Given the product [C:1]([CH:5]1[CH2:14][CH2:13][C:12]2[N:11]=[C:10]3[S:15][C:16]([NH:18][C:26](=[O:28])[CH3:27])=[CH:17][C:9]3=[CH:8][C:7]=2[CH2:6]1)([CH3:4])([CH3:2])[CH3:3], predict the reactants needed to synthesize it. The reactants are: [C:1]([CH:5]1[CH2:14][CH2:13][C:12]2[N:11]=[C:10]3[S:15][C:16]([NH2:18])=[CH:17][C:9]3=[CH:8][C:7]=2[CH2:6]1)([CH3:4])([CH3:3])[CH3:2].C(N(CC)CC)C.[C:26](Cl)(=[O:28])[CH3:27].